Dataset: Forward reaction prediction with 1.9M reactions from USPTO patents (1976-2016). Task: Predict the product of the given reaction. (1) Given the reactants C[O:2][C:3](=[O:41])[CH2:4][CH2:5][NH:6][C:7](=[O:40])[C:8]1[CH:13]=[CH:12][C:11]([CH2:14][N:15]([C:28]2[CH:33]=[CH:32][C:31]([CH:34]3[CH2:39][CH2:38][CH2:37][CH2:36][CH2:35]3)=[CH:30][CH:29]=2)[C:16]([NH:18][C@H:19]([C:21]2[CH:26]=[CH:25][C:24]([Cl:27])=[CH:23][CH:22]=2)[CH3:20])=[O:17])=[CH:10][CH:9]=1.[OH-].[Na+].Cl, predict the reaction product. The product is: [Cl:27][C:24]1[CH:25]=[CH:26][C:21]([C@@H:19]([NH:18][C:16](=[O:17])[N:15]([CH2:14][C:11]2[CH:10]=[CH:9][C:8]([C:7]([NH:6][CH2:5][CH2:4][C:3]([OH:41])=[O:2])=[O:40])=[CH:13][CH:12]=2)[C:28]2[CH:33]=[CH:32][C:31]([CH:34]3[CH2:35][CH2:36][CH2:37][CH2:38][CH2:39]3)=[CH:30][CH:29]=2)[CH3:20])=[CH:22][CH:23]=1. (2) Given the reactants C(Cl)(=O)C(Cl)=O.CS(C)=O.[C:11]([O:15][C:16](=[O:23])[NH:17][C@@H:18]([CH2:21][CH3:22])[CH2:19][OH:20])([CH3:14])([CH3:13])[CH3:12].C(N(CC)CC)C, predict the reaction product. The product is: [O:20]=[CH:19][C@@H:18]([NH:17][C:16](=[O:23])[O:15][C:11]([CH3:14])([CH3:13])[CH3:12])[CH2:21][CH3:22]. (3) Given the reactants [F:1][C:2]1[C:35]([O:36][CH3:37])=[CH:34][C:33]([O:38][CH3:39])=[C:32]([F:40])[C:3]=1[CH2:4][O:5][C:6]1[CH:7]=[N:8][C:9]([NH:12][C:13]2[CH:14]=[N:15][C:16]([O:19][CH:20]3[CH2:25][O:24]C(C4C=CC=CC=4)[O:22][CH2:21]3)=[CH:17][CH:18]=2)=[N:10][CH:11]=1.C(O)(=O)C, predict the reaction product. The product is: [F:40][C:32]1[C:33]([O:38][CH3:39])=[CH:34][C:35]([O:36][CH3:37])=[C:2]([F:1])[C:3]=1[CH2:4][O:5][C:6]1[CH:11]=[N:10][C:9]([NH:12][C:13]2[CH:18]=[CH:17][C:16]([O:19][CH:20]([CH2:21][OH:22])[CH2:25][OH:24])=[N:15][CH:14]=2)=[N:8][CH:7]=1. (4) Given the reactants [N:1]1([CH2:6][CH2:7][O:8][C:9]2[CH:14]=[CH:13][C:12]([CH2:15][C:16]([OH:18])=O)=[CH:11][CH:10]=2)[CH:5]=[CH:4][N:3]=[CH:2]1.[NH2:19][C:20]1[S:21][CH:22]=[C:23]([CH3:28])[C:24]=1[C:25]([NH2:27])=[O:26], predict the reaction product. The product is: [N:1]1([CH2:6][CH2:7][O:8][C:9]2[CH:10]=[CH:11][C:12]([CH2:15][C:16]([NH:19][C:20]3[S:21][CH:22]=[C:23]([CH3:28])[C:24]=3[C:25]([NH2:27])=[O:26])=[O:18])=[CH:13][CH:14]=2)[CH:5]=[CH:4][N:3]=[CH:2]1.